This data is from CYP2C19 inhibition data for predicting drug metabolism from PubChem BioAssay. The task is: Regression/Classification. Given a drug SMILES string, predict its absorption, distribution, metabolism, or excretion properties. Task type varies by dataset: regression for continuous measurements (e.g., permeability, clearance, half-life) or binary classification for categorical outcomes (e.g., BBB penetration, CYP inhibition). Dataset: cyp2c19_veith. (1) The drug is COc1cc(N=Nc2cccc(S(N)(=O)=O)c2)c2ccccc2c1N. The result is 1 (inhibitor). (2) The drug is CCc1ccc(N(C(=O)c2snc(C(N)=O)c2N)C(C(=O)NCCC(C)C)c2c[nH]c3ccccc23)cc1. The result is 1 (inhibitor).